From a dataset of NCI-60 drug combinations with 297,098 pairs across 59 cell lines. Regression. Given two drug SMILES strings and cell line genomic features, predict the synergy score measuring deviation from expected non-interaction effect. (1) Drug 1: CCC1(CC2CC(C3=C(CCN(C2)C1)C4=CC=CC=C4N3)(C5=C(C=C6C(=C5)C78CCN9C7C(C=CC9)(C(C(C8N6C=O)(C(=O)OC)O)OC(=O)C)CC)OC)C(=O)OC)O.OS(=O)(=O)O. Synergy scores: CSS=22.9, Synergy_ZIP=-8.03, Synergy_Bliss=-8.71, Synergy_Loewe=-12.5, Synergy_HSA=-10.2. Drug 2: CCN(CC)CCCC(C)NC1=C2C=C(C=CC2=NC3=C1C=CC(=C3)Cl)OC. Cell line: SR. (2) Drug 1: COC1=C(C=C2C(=C1)N=CN=C2NC3=CC(=C(C=C3)F)Cl)OCCCN4CCOCC4. Drug 2: COC1=C2C(=CC3=C1OC=C3)C=CC(=O)O2. Cell line: A498. Synergy scores: CSS=25.2, Synergy_ZIP=1.11, Synergy_Bliss=0.809, Synergy_Loewe=-7.32, Synergy_HSA=-1.75. (3) Drug 1: COC1=NC(=NC2=C1N=CN2C3C(C(C(O3)CO)O)O)N. Drug 2: CCC1(C2=C(COC1=O)C(=O)N3CC4=CC5=C(C=CC(=C5CN(C)C)O)N=C4C3=C2)O.Cl. Cell line: MOLT-4. Synergy scores: CSS=89.6, Synergy_ZIP=3.71, Synergy_Bliss=4.14, Synergy_Loewe=6.11, Synergy_HSA=8.85. (4) Drug 1: CC1CCC2CC(C(=CC=CC=CC(CC(C(=O)C(C(C(=CC(C(=O)CC(OC(=O)C3CCCCN3C(=O)C(=O)C1(O2)O)C(C)CC4CCC(C(C4)OC)O)C)C)O)OC)C)C)C)OC. Drug 2: CS(=O)(=O)OCCCCOS(=O)(=O)C. Cell line: SF-539. Synergy scores: CSS=19.6, Synergy_ZIP=-2.54, Synergy_Bliss=3.78, Synergy_Loewe=-5.60, Synergy_HSA=3.27. (5) Cell line: HOP-92. Drug 2: C1CNP(=O)(OC1)N(CCCl)CCCl. Drug 1: CC1C(C(CC(O1)OC2CC(CC3=C2C(=C4C(=C3O)C(=O)C5=C(C4=O)C(=CC=C5)OC)O)(C(=O)C)O)N)O.Cl. Synergy scores: CSS=16.3, Synergy_ZIP=-0.798, Synergy_Bliss=6.69, Synergy_Loewe=-24.0, Synergy_HSA=1.19. (6) Drug 1: C1=NNC2=C1C(=O)NC=N2. Drug 2: CC12CCC3C(C1CCC2OP(=O)(O)O)CCC4=C3C=CC(=C4)OC(=O)N(CCCl)CCCl.[Na+]. Cell line: MCF7. Synergy scores: CSS=-4.16, Synergy_ZIP=4.17, Synergy_Bliss=3.19, Synergy_Loewe=-6.59, Synergy_HSA=-5.24. (7) Drug 1: CCC1=CC2CC(C3=C(CN(C2)C1)C4=CC=CC=C4N3)(C5=C(C=C6C(=C5)C78CCN9C7C(C=CC9)(C(C(C8N6C)(C(=O)OC)O)OC(=O)C)CC)OC)C(=O)OC.C(C(C(=O)O)O)(C(=O)O)O. Drug 2: C1CC(C1)(C(=O)O)C(=O)O.[NH2-].[NH2-].[Pt+2]. Cell line: HS 578T. Synergy scores: CSS=49.8, Synergy_ZIP=-7.02, Synergy_Bliss=-3.29, Synergy_Loewe=-7.26, Synergy_HSA=-1.07.